This data is from Full USPTO retrosynthesis dataset with 1.9M reactions from patents (1976-2016). The task is: Predict the reactants needed to synthesize the given product. (1) Given the product [F:53][C:52]([F:54])([F:55])[O:51][C:48]1[CH:47]=[CH:46][C:45]([C:43]2[N:44]=[C:38]([C:35]3[CH:34]=[CH:33][C:32](=[O:31])[NH:37][N:36]=3)[O:40][N:42]=2)=[CH:50][CH:49]=1, predict the reactants needed to synthesize it. The reactants are: C(N(CC)CC)C.O.ON1C2C=CC=CC=2N=N1.Cl.CN(C)CCCN=C=NCC.[O:31]=[C:32]1[NH:37][N:36]=[C:35]([C:38]([OH:40])=O)[CH:34]=[CH:33]1.O[N:42]=[C:43]([C:45]1[CH:50]=[CH:49][C:48]([O:51][C:52]([F:55])([F:54])[F:53])=[CH:47][CH:46]=1)[NH2:44]. (2) Given the product [O:1]([CH2:2][C:3]1[CH:8]=[CH:7][C:6]([C:9]2[N:14]=[CH:13][N:12]=[C:11]([NH:15][C@H:16]([C:24]([O:26][CH3:27])=[O:25])[CH2:17][C:18]3[CH:19]=[CH:20][CH:21]=[CH:22][CH:23]=3)[CH:10]=2)=[CH:5][CH:4]=1)[C:28]1[CH:33]=[CH:32][CH:31]=[CH:30][CH:29]=1, predict the reactants needed to synthesize it. The reactants are: [OH:1][CH2:2][C:3]1[CH:8]=[CH:7][C:6]([C:9]2[N:14]=[CH:13][N:12]=[C:11]([NH:15][C@H:16]([C:24]([O:26][CH3:27])=[O:25])[CH2:17][C:18]3[CH:23]=[CH:22][CH:21]=[CH:20][CH:19]=3)[CH:10]=2)=[CH:5][CH:4]=1.[C:28]1(O)[CH:33]=[CH:32][CH:31]=[CH:30][CH:29]=1.C1(P(C2C=CC=CC=2)C2C=CC=CC=2)C=CC=CC=1.N(C(OCC)=O)=NC(OCC)=O. (3) Given the product [CH3:1][O:2][CH2:3][C:4]1[O:8][N:7]=[C:6]([C:9]2[CH:14]=[CH:13][CH:12]=[CH:11][CH:10]=2)[C:5]=1[C:15]([Cl:20])=[O:17], predict the reactants needed to synthesize it. The reactants are: [CH3:1][O:2][CH2:3][C:4]1[O:8][N:7]=[C:6]([C:9]2[CH:14]=[CH:13][CH:12]=[CH:11][CH:10]=2)[C:5]=1[C:15]([OH:17])=O.S(Cl)([Cl:20])=O. (4) Given the product [CH2:4]([N:23]1[C:22]([C:29]([C:31]2[CH:32]=[C:33]([CH:36]=[C:37]([CH3:39])[CH:38]=2)[C:34]#[N:35])=[O:30])=[C:21]([CH:18]([CH3:20])[CH3:19])[C:26](=[O:27])[NH:25][C:24]1=[O:28])[CH2:3][CH:2]=[CH2:1], predict the reactants needed to synthesize it. The reactants are: [CH2:1](O)[CH2:2][CH:3]=[CH2:4].C(N(CC)CC)C.CS(Cl)(=O)=O.[CH:18]([C:21]1[C:26](=[O:27])[NH:25][C:24](=[O:28])[NH:23][C:22]=1[C:29]([C:31]1[CH:32]=[C:33]([CH:36]=[C:37]([CH3:39])[CH:38]=1)[C:34]#[N:35])=[O:30])([CH3:20])[CH3:19].C(=O)([O-])[O-].[K+].[K+].[I-].[Li+]. (5) Given the product [CH3:2][C:3]1[C:12]2[CH:11]=[CH:10][S:9][C:8]=2[CH2:7][CH2:6][N:5]=1, predict the reactants needed to synthesize it. The reactants are: F[C:2](F)(F)[C:3]([NH:5][CH2:6][CH2:7][C:8]1[S:9][CH:10]=[CH:11][CH:12]=1)=O.O=P12OP3(OP(OP(O3)(O1)=O)(=O)O2)=O. (6) The reactants are: [CH2:1]([O:8][C:9]1[C:14]([CH3:15])=[CH:13][C:12]([C:16]2[NH:25][C:24](=[O:26])[C:23]3[C:18](=[CH:19][C:20](F)=[CH:21][C:22]=3[O:27][CH2:28][CH2:29][N:30]([CH3:32])[CH3:31])[N:17]=2)=[CH:11][C:10]=1[CH3:34])[C:2]1[CH:7]=[CH:6][CH:5]=[CH:4][CH:3]=1.[CH3:35][O-:36].[Na+].CO. Given the product [CH2:1]([O:8][C:9]1[C:14]([CH3:15])=[CH:13][C:12]([C:16]2[NH:25][C:24](=[O:26])[C:23]3[C:18](=[CH:19][C:20]([O:36][CH3:35])=[CH:21][C:22]=3[O:27][CH2:28][CH2:29][N:30]([CH3:32])[CH3:31])[N:17]=2)=[CH:11][C:10]=1[CH3:34])[C:2]1[CH:7]=[CH:6][CH:5]=[CH:4][CH:3]=1, predict the reactants needed to synthesize it.